The task is: Predict the reactants needed to synthesize the given product.. This data is from Full USPTO retrosynthesis dataset with 1.9M reactions from patents (1976-2016). Given the product [OH:3]/[C:1](/[C:4]1[CH:9]=[CH:8][CH:7]=[CH:6][CH:5]=1)=[CH:2]\[C:11]([O:13][CH3:14])=[O:12], predict the reactants needed to synthesize it. The reactants are: [C:1]([C:4]1[CH:9]=[CH:8][CH:7]=[CH:6][CH:5]=1)(=[O:3])[CH3:2].[C:11]([O:13][CH3:14])(=[O:12])[C:11]([O:13][CH3:14])=[O:12].[H-].[Na+].C(OCC)(=O)C.CCCCCC.